This data is from Forward reaction prediction with 1.9M reactions from USPTO patents (1976-2016). The task is: Predict the product of the given reaction. (1) The product is: [O:11]1[CH:15]=[CH:14][C:13]([C:2]2[CH:3]=[CH:4][C:5]([C:8](=[O:10])[CH3:9])=[N:6][CH:7]=2)=[CH:12]1. Given the reactants Br[C:2]1[CH:3]=[CH:4][C:5]([C:8](=[O:10])[CH3:9])=[N:6][CH:7]=1.[O:11]1[CH:15]=[CH:14][C:13](B(O)O)=[CH:12]1.C([O-])([O-])=O.[Na+].[Na+], predict the reaction product. (2) Given the reactants [Si:1]([O:18][CH2:19][C:20]1[C:25]([N:26]2[CH2:31][C@H:30]([CH3:32])[O:29][C@H:28]([CH3:33])[CH2:27]2)=[C:24]([Cl:34])[C:23]([F:35])=[CH:22][CH:21]=1)([C:14]([CH3:17])([CH3:16])[CH3:15])([C:8]1[CH:13]=[CH:12][CH:11]=[CH:10][CH:9]=1)[C:2]1[CH:7]=[CH:6][CH:5]=[CH:4][CH:3]=1.CON(C)[C:39]([C:41]1[N:46]=[CH:45][CH:44]=[CH:43][N:42]=1)=[O:40], predict the reaction product. The product is: [Si:1]([O:18][CH2:19][C:20]1[C:25]([N:26]2[CH2:31][C@H:30]([CH3:32])[O:29][C@H:28]([CH3:33])[CH2:27]2)=[C:24]([Cl:34])[C:23]([F:35])=[C:22]([C:39]([C:41]2[N:46]=[CH:45][CH:44]=[CH:43][N:42]=2)=[O:40])[CH:21]=1)([C:14]([CH3:16])([CH3:17])[CH3:15])([C:2]1[CH:7]=[CH:6][CH:5]=[CH:4][CH:3]=1)[C:8]1[CH:13]=[CH:12][CH:11]=[CH:10][CH:9]=1. (3) Given the reactants [CH:1]1([N:4]2[C:13]([CH3:15])([CH3:14])[CH:12](C(O)=O)[C:11]3[C:6](=[CH:7][CH:8]=[CH:9][CH:10]=3)[C:5]2=[O:19])[CH2:3][CH2:2]1.C([O-])(=[O:22])C.[K+].C([O-])(=O)C.[Pb+4].C([O-])(=O)C.C([O-])(=O)C.C([O-])(=O)C.O[Li].O, predict the reaction product. The product is: [CH:1]1([N:4]2[C:13]([CH3:15])([CH3:14])[CH:12]([OH:22])[C:11]3[C:6](=[CH:7][CH:8]=[CH:9][CH:10]=3)[C:5]2=[O:19])[CH2:3][CH2:2]1.